From a dataset of Full USPTO retrosynthesis dataset with 1.9M reactions from patents (1976-2016). Predict the reactants needed to synthesize the given product. Given the product [Cl:19][C:20]1[C:24]([Cl:25])=[C:23]([CH3:26])[NH:22][C:21]=1[C:27]([NH:29][CH:30]1[CH2:35][CH2:34][N:33]([CH:7]2[CH2:6][N:5]([C:10]([O:12][C:13]([CH3:16])([CH3:15])[CH3:14])=[O:11])[C@H:4]([C:3]([O:2][CH3:1])=[O:17])[CH2:8]2)[CH2:32][CH2:31]1)=[O:28], predict the reactants needed to synthesize it. The reactants are: [CH3:1][O:2][C:3](=[O:17])[C@@H:4]1[CH2:8][C@@H:7](O)[CH2:6][N:5]1[C:10]([O:12][C:13]([CH3:16])([CH3:15])[CH3:14])=[O:11].Cl.[Cl:19][C:20]1[C:24]([Cl:25])=[C:23]([CH3:26])[NH:22][C:21]=1[C:27]([NH:29][CH:30]1[CH2:35][CH2:34][NH:33][CH2:32][CH2:31]1)=[O:28].C(O[BH-](OC(=O)C)OC(=O)C)(=O)C.[Na+].C(O)(=O)C.